Dataset: NCI-60 drug combinations with 297,098 pairs across 59 cell lines. Task: Regression. Given two drug SMILES strings and cell line genomic features, predict the synergy score measuring deviation from expected non-interaction effect. (1) Drug 1: COC1=C(C=C2C(=C1)N=CN=C2NC3=CC(=C(C=C3)F)Cl)OCCCN4CCOCC4. Drug 2: CCC1=C2CN3C(=CC4=C(C3=O)COC(=O)C4(CC)O)C2=NC5=C1C=C(C=C5)O. Cell line: HS 578T. Synergy scores: CSS=16.5, Synergy_ZIP=-7.23, Synergy_Bliss=-4.57, Synergy_Loewe=-3.55, Synergy_HSA=-0.888. (2) Drug 1: CC1=C(C(CCC1)(C)C)C=CC(=CC=CC(=CC(=O)O)C)C. Drug 2: C(CCl)NC(=O)N(CCCl)N=O. Cell line: SR. Synergy scores: CSS=47.7, Synergy_ZIP=1.58, Synergy_Bliss=3.35, Synergy_Loewe=-9.13, Synergy_HSA=1.48. (3) Synergy scores: CSS=25.8, Synergy_ZIP=-2.15, Synergy_Bliss=6.47, Synergy_Loewe=2.92, Synergy_HSA=7.33. Drug 2: CCC1(CC2CC(C3=C(CCN(C2)C1)C4=CC=CC=C4N3)(C5=C(C=C6C(=C5)C78CCN9C7C(C=CC9)(C(C(C8N6C=O)(C(=O)OC)O)OC(=O)C)CC)OC)C(=O)OC)O.OS(=O)(=O)O. Drug 1: CNC(=O)C1=CC=CC=C1SC2=CC3=C(C=C2)C(=NN3)C=CC4=CC=CC=N4. Cell line: CAKI-1. (4) Drug 1: C1CCN(CC1)CCOC2=CC=C(C=C2)C(=O)C3=C(SC4=C3C=CC(=C4)O)C5=CC=C(C=C5)O. Drug 2: CC1C(C(CC(O1)OC2CC(OC(C2O)C)OC3=CC4=CC5=C(C(=O)C(C(C5)C(C(=O)C(C(C)O)O)OC)OC6CC(C(C(O6)C)O)OC7CC(C(C(O7)C)O)OC8CC(C(C(O8)C)O)(C)O)C(=C4C(=C3C)O)O)O)O. Cell line: MCF7. Synergy scores: CSS=27.1, Synergy_ZIP=-1.11, Synergy_Bliss=-1.79, Synergy_Loewe=0.443, Synergy_HSA=0.598. (5) Drug 1: CCC1=CC2CC(C3=C(CN(C2)C1)C4=CC=CC=C4N3)(C5=C(C=C6C(=C5)C78CCN9C7C(C=CC9)(C(C(C8N6C)(C(=O)OC)O)OC(=O)C)CC)OC)C(=O)OC.C(C(C(=O)O)O)(C(=O)O)O. Drug 2: CC1=C(C=C(C=C1)C(=O)NC2=CC(=CC(=C2)C(F)(F)F)N3C=C(N=C3)C)NC4=NC=CC(=N4)C5=CN=CC=C5. Cell line: OVCAR3. Synergy scores: CSS=64.5, Synergy_ZIP=14.9, Synergy_Bliss=12.9, Synergy_Loewe=-8.33, Synergy_HSA=11.3. (6) Drug 1: CC1OCC2C(O1)C(C(C(O2)OC3C4COC(=O)C4C(C5=CC6=C(C=C35)OCO6)C7=CC(=C(C(=C7)OC)O)OC)O)O. Drug 2: CC1=C2C(C(=O)C3(C(CC4C(C3C(C(C2(C)C)(CC1OC(=O)C(C(C5=CC=CC=C5)NC(=O)OC(C)(C)C)O)O)OC(=O)C6=CC=CC=C6)(CO4)OC(=O)C)O)C)O. Cell line: IGROV1. Synergy scores: CSS=32.7, Synergy_ZIP=-10.1, Synergy_Bliss=-5.05, Synergy_Loewe=-0.836, Synergy_HSA=-0.120.